This data is from Full USPTO retrosynthesis dataset with 1.9M reactions from patents (1976-2016). The task is: Predict the reactants needed to synthesize the given product. (1) Given the product [OH:37][C@H:30]([C:31]1[CH:36]=[CH:35][CH:34]=[CH:33][CH:32]=1)[C@@H:2]([CH2:3][CH2:4][C:5]#[CH:6])[C:1]([N:8]1[C@@H:12]([C:13]2[CH:14]=[CH:15][CH:16]=[CH:17][CH:18]=2)[CH2:11][O:10][C:9]1=[O:19])=[O:7], predict the reactants needed to synthesize it. The reactants are: [C:1]([N:8]1[C@@H:12]([C:13]2[CH:18]=[CH:17][CH:16]=[CH:15][CH:14]=2)[CH2:11][O:10][C:9]1=[O:19])(=[O:7])[CH2:2][CH2:3][CH2:4][C:5]#[CH:6].[Cl-].[Mg+2].[Cl-].C(N(CC)CC)C.[CH:30](=[O:37])[C:31]1[CH:36]=[CH:35][CH:34]=[CH:33][CH:32]=1.Cl[Si](C)(C)C. (2) Given the product [Cl:1][C:2]1[CH:7]=[CH:6][C:5]([C:8]2[S:12][C:11]([C:13](=[O:16])[CH2:14][CH3:15])=[C:10]([C:17]3[CH:22]=[CH:21][C:20]([S:23]([NH:26][CH3:28])(=[O:24])=[O:25])=[CH:19][CH:18]=3)[C:9]=2[CH3:27])=[CH:4][CH:3]=1, predict the reactants needed to synthesize it. The reactants are: [Cl:1][C:2]1[CH:7]=[CH:6][C:5]([C:8]2[S:12][C:11]([C:13](=[O:16])[CH2:14][CH3:15])=[C:10]([C:17]3[CH:22]=[CH:21][C:20]([S:23]([NH2:26])(=[O:25])=[O:24])=[CH:19][CH:18]=3)[C:9]=2[CH3:27])=[CH:4][CH:3]=1.[C:28]([O-])([O-])=O.[K+].[K+].CI. (3) Given the product [CH2:1]([O:8][C:9]1[CH:10]=[CH:11][C:12]([CH:15]=[O:16])=[N:13][CH:14]=1)[C:2]1[CH:3]=[CH:4][CH:5]=[CH:6][CH:7]=1, predict the reactants needed to synthesize it. The reactants are: [CH2:1]([O:8][C:9]1[CH:10]=[CH:11][C:12]([CH2:15][OH:16])=[N:13][CH:14]=1)[C:2]1[CH:7]=[CH:6][CH:5]=[CH:4][CH:3]=1. (4) Given the product [CH3:1][O:2][C:3](=[O:29])[CH2:4][C@H:5]1[C:9]2[CH:10]=[CH:11][C:12]([O:14][C@H:15]3[C:23]4[C:18](=[C:19]([CH2:36][C:35]5[CH:38]=[CH:39][C:32]([F:31])=[CH:33][CH:34]=5)[C:20]([C:24]([F:27])([F:26])[F:25])=[CH:21][CH:22]=4)[CH2:17][CH2:16]3)=[CH:13][C:8]=2[O:7][CH2:6]1, predict the reactants needed to synthesize it. The reactants are: [CH3:1][O:2][C:3](=[O:29])[CH2:4][C@H:5]1[C:9]2[CH:10]=[CH:11][C:12]([O:14][C@H:15]3[C:23]4[C:18](=[C:19](Br)[C:20]([C:24]([F:27])([F:26])[F:25])=[CH:21][CH:22]=4)[CH2:17][CH2:16]3)=[CH:13][C:8]=2[O:7][CH2:6]1.[Cl-].[F:31][C:32]1[CH:39]=[CH:38][C:35]([CH2:36][Zn+])=[CH:34][CH:33]=1. (5) The reactants are: N[C:2]1[CH:10]=[CH:9][C:8]([S:11]([CH3:14])(=[O:13])=[O:12])=[CH:7][C:3]=1[C:4]([OH:6])=[O:5].N([O-])=O.[Na+].[I-:19].[K+]. Given the product [I:19][C:2]1[CH:10]=[CH:9][C:8]([S:11]([CH3:14])(=[O:13])=[O:12])=[CH:7][C:3]=1[C:4]([OH:6])=[O:5], predict the reactants needed to synthesize it. (6) Given the product [Br:1][C:2]1[CH:9]=[CH:8][C:5]([CH:6]=[CH:27][C:26]2[CH:29]=[CH:30][C:23]([Br:22])=[CH:24][CH:25]=2)=[CH:4][CH:3]=1, predict the reactants needed to synthesize it. The reactants are: [Br:1][C:2]1[CH:9]=[CH:8][C:5]([CH2:6]Br)=[CH:4][CH:3]=1.C(OP(OCC)OCC)C.[H-].[Na+].[Br:22][C:23]1[CH:30]=[CH:29][C:26]([CH:27]=O)=[CH:25][CH:24]=1.